Dataset: Full USPTO retrosynthesis dataset with 1.9M reactions from patents (1976-2016). Task: Predict the reactants needed to synthesize the given product. (1) Given the product [Cl:1][C:2]1[N:3]=[C:4]([C:9]([NH:11][C@H:12]2[CH2:17][CH2:16][N:15]([C:18]3[S:19][C:20]([C:24]([NH:29][CH:30]4[CH2:31][CH2:32][N:33]([C:36]([O:38][C:39]([CH3:42])([CH3:41])[CH3:40])=[O:37])[CH2:34][CH2:35]4)=[O:25])=[C:21]([CH3:23])[N:22]=3)[CH2:14][C@H:13]2[O:27][CH3:28])=[O:10])[NH:5][C:6]=1[CH2:7][CH3:8], predict the reactants needed to synthesize it. The reactants are: [Cl:1][C:2]1[N:3]=[C:4]([C:9]([NH:11][C@H:12]2[CH2:17][CH2:16][N:15]([C:18]3[S:19][C:20]([C:24](O)=[O:25])=[C:21]([CH3:23])[N:22]=3)[CH2:14][C@H:13]2[O:27][CH3:28])=[O:10])[NH:5][C:6]=1[CH2:7][CH3:8].[NH2:29][CH:30]1[CH2:35][CH2:34][N:33]([C:36]([O:38][C:39]([CH3:42])([CH3:41])[CH3:40])=[O:37])[CH2:32][CH2:31]1.CCN=C=NCCCN(C)C.Cl.C1C=CC2N(O)N=NC=2C=1.C(N(C(C)C)CC)(C)C. (2) The reactants are: [CH3:1][C:2]([CH3:19])([CH3:18])[CH2:3][C:4]1[O:5][C:6]2[CH:12]=[CH:11][C:10]([CH2:13][C:14]([O:16][CH3:17])=[O:15])=[CH:9][C:7]=2[N:8]=1.[CH3:20]I. Given the product [CH3:1][C:2]([CH3:19])([CH3:18])[CH2:3][C:4]1[O:5][C:6]2[CH:12]=[CH:11][C:10]([CH:13]([CH3:20])[C:14]([O:16][CH3:17])=[O:15])=[CH:9][C:7]=2[N:8]=1, predict the reactants needed to synthesize it. (3) The reactants are: [F:1][C:2]1[CH:10]=[CH:9][CH:8]=[C:7]([F:11])[C:3]=1[C:4](Cl)=[O:5].[Br:12][C:13]1[C:14]([C:22]2[CH:23]=[CH:24][C:25]([NH2:28])=[N:26][CH:27]=2)=[CH:15][C:16]2[O:20][CH2:19][O:18][C:17]=2[CH:21]=1.CCN(C(C)C)C(C)C. Given the product [Br:12][C:13]1[C:14]([C:22]2[CH:23]=[CH:24][C:25]([NH:28][C:4](=[O:5])[C:3]3[C:2]([F:1])=[CH:10][CH:9]=[CH:8][C:7]=3[F:11])=[N:26][CH:27]=2)=[CH:15][C:16]2[O:20][CH2:19][O:18][C:17]=2[CH:21]=1, predict the reactants needed to synthesize it. (4) Given the product [F:2][C:3]([F:8])([F:7])[C:4](=[O:5])[CH2:10][C:11]([C:13]1[CH:14]=[CH:15][C:16]([CH3:19])=[CH:17][CH:18]=1)=[O:12], predict the reactants needed to synthesize it. The reactants are: [Na].[F:2][C:3]([F:8])([F:7])[C:4](O)=[O:5].C[CH2:10][C:11]([C:13]1[CH:18]=[CH:17][CH:16]=[CH:15][CH:14]=1)=[O:12].[CH3:19]O. (5) Given the product [O:12]=[C:10]1[N:9]([C:13]2[CH:22]=[C:21]3[C:16]([CH:17]=[C:18]([C:24]4[CH:29]=[CH:28][CH:27]=[CH:26][C:25]=4[C:30]([F:31])([F:33])[F:32])[NH:19][C:20]3=[O:23])=[CH:15][CH:14]=2)[CH2:8][C@H:7]([CH2:6][N:34]2[CH2:39][CH2:38][CH2:37][CH2:36][CH2:35]2)[O:11]1, predict the reactants needed to synthesize it. The reactants are: CS(O[CH2:6][C@@H:7]1[O:11][C:10](=[O:12])[N:9]([C:13]2[CH:22]=[C:21]3[C:16]([CH:17]=[C:18]([C:24]4[CH:29]=[CH:28][CH:27]=[CH:26][C:25]=4[C:30]([F:33])([F:32])[F:31])[NH:19][C:20]3=[O:23])=[CH:15][CH:14]=2)[CH2:8]1)(=O)=O.[NH:34]1[CH2:39][CH2:38][CH2:37][CH2:36][CH2:35]1.